From a dataset of Forward reaction prediction with 1.9M reactions from USPTO patents (1976-2016). Predict the product of the given reaction. (1) Given the reactants [Cl:1][C:2]1[C:3]([C:15]2[N:16]([CH:21]([CH3:23])[CH3:22])[C:17]([CH3:20])=[N:18][CH:19]=2)=[N:4][C:5]([NH:8][CH:9]2[CH2:14][CH2:13][NH:12][CH2:11][CH2:10]2)=[N:6][CH:7]=1.Cl[CH2:25][CH2:26][S:27](Cl)(=[O:29])=[O:28].N12CCCN=C1CCCCC2.[N+:42]([CH:45]([CH3:47])[CH3:46])([O-:44])=[O:43], predict the reaction product. The product is: [Cl:1][C:2]1[C:3]([C:15]2[N:16]([CH:21]([CH3:23])[CH3:22])[C:17]([CH3:20])=[N:18][CH:19]=2)=[N:4][C:5]([NH:8][CH:9]2[CH2:10][CH2:11][N:12]([S:27]([CH2:26][CH2:25][C:45]([CH3:47])([N+:42]([O-:44])=[O:43])[CH3:46])(=[O:29])=[O:28])[CH2:13][CH2:14]2)=[N:6][CH:7]=1. (2) The product is: [CH2:4]([O:11][CH2:12][C@@:13]1([C:17]([O:16][CH3:15])=[O:18])[CH2:25][CH2:24][CH2:23][NH:14]1)[C:5]1[CH:6]=[CH:7][CH:8]=[CH:9][CH:10]=1. Given the reactants C[O-].[Na+].[CH2:4]([O:11][CH2:12][C@@:13]12[CH2:25][CH2:24][CH2:23][N:14]1[C@@H:15](C(Cl)(Cl)Cl)[O:16][C:17]2=[O:18])[C:5]1[CH:10]=[CH:9][CH:8]=[CH:7][CH:6]=1.C(Cl)(=O)C, predict the reaction product. (3) Given the reactants [CH2:1]([N:8]1[CH2:13][CH2:12][CH2:11][CH:10]([C:14]2[NH:15][C:16](=[O:24])[C:17]3[C:22]([CH:23]=2)=[CH:21][CH:20]=[CH:19][CH:18]=3)[CH2:9]1)C1C=CC=CC=1.C(Cl)(=O)OC(Cl)C, predict the reaction product. The product is: [CH3:1][N:8]1[CH2:13][CH2:12][CH2:11][CH:10]([C:14]2[NH:15][C:16](=[O:24])[C:17]3[C:22]([CH:23]=2)=[CH:21][CH:20]=[CH:19][CH:18]=3)[CH2:9]1. (4) Given the reactants [O-2].[Mg+2:2].[P:3]([OH:7])([OH:6])([O-:5])=[O:4].[K+], predict the reaction product. The product is: [P:3]([O-:7])([O-:6])([O-:5])=[O:4].[Mg+2:2].[P:3]([O-:7])([O-:6])([O-:5])=[O:4].[Mg+2:2].[Mg+2:2]. (5) Given the reactants [O:1]=[S:2]1(=[O:47])[CH2:7][CH2:6][N:5]([CH2:8][C:9]2[CH:14]=[CH:13][C:12]([NH:15][C:16]([C:18]3[CH:23]=[CH:22][C:21](C4C=CC(C5NC([C@@H]6CCCN6C(OC(C)(C)C)=O)=NC=5)=CC=4)=[CH:20][CH:19]=3)=[O:17])=[CH:11][CH:10]=2)[CH2:4][CH2:3]1.O=S1(=O)CCN(CC2C=CC(N)=CC=2)CC1.[CH3:64][C:65]1([CH3:81])[C:69]([CH3:71])([CH3:70])[O:68][B:67](C2C=CC(C(O)=O)=CC=2)[O:66]1.CN(C(ON1N=NC2C=CC=CC1=2)=[N+](C)C)C.F[P-](F)(F)(F)(F)F.CN1CCOCC1, predict the reaction product. The product is: [O:1]=[S:2]1(=[O:47])[CH2:7][CH2:6][N:5]([CH2:8][C:9]2[CH:10]=[CH:11][C:12]([NH:15][C:16](=[O:17])[C:18]3[CH:23]=[CH:22][C:21]([B:67]4[O:68][C:69]([CH3:71])([CH3:70])[C:65]([CH3:81])([CH3:64])[O:66]4)=[CH:20][CH:19]=3)=[CH:13][CH:14]=2)[CH2:4][CH2:3]1.